Dataset: Full USPTO retrosynthesis dataset with 1.9M reactions from patents (1976-2016). Task: Predict the reactants needed to synthesize the given product. Given the product [S:16]([O:1][NH:2][CH2:3][CH2:4][C:5]([O:7][C:8]([CH3:11])([CH3:10])[CH3:9])=[O:6])([C:20]1[CH:26]=[CH:25][C:23]([CH3:24])=[CH:22][CH:21]=1)(=[O:18])=[O:17], predict the reactants needed to synthesize it. The reactants are: [OH:1][NH:2][CH2:3][CH2:4][C:5]([O:7][C:8]([CH3:11])([CH3:10])[CH3:9])=[O:6].C(Cl)Cl.[Cl-].[S:16]([C:20]1[CH:26]=[CH:25][C:23]([CH3:24])=[CH:22][CH:21]=1)([O-])(=[O:18])=[O:17].